The task is: Predict which catalyst facilitates the given reaction.. This data is from Catalyst prediction with 721,799 reactions and 888 catalyst types from USPTO. (1) Reactant: [NH2:1][C:2]1[CH:7]=[C:6]([O:8][C:9]([F:12])([F:11])[F:10])[CH:5]=[CH:4][C:3]=1[NH:13][C:14](=O)[CH2:15][CH2:16][CH:17]1[CH2:20][CH:19]([N:21]([CH2:25][C@@H:26]2[C@@H:33]3[C@@H:29]([O:30][C:31]([CH3:35])([CH3:34])[O:32]3)[C@H:28]([N:36]3[C:40]4[N:41]=[CH:42][N:43]=[C:44]([NH:45][CH2:46][C:47]5[CH:52]=[CH:51][C:50]([O:53][CH3:54])=[CH:49][C:48]=5[O:55][CH3:56])[C:39]=4[CH:38]=[CH:37]3)[CH2:27]2)[CH:22]([CH3:24])[CH3:23])[CH2:18]1. Product: [CH3:56][O:55][C:48]1[CH:49]=[C:50]([O:53][CH3:54])[CH:51]=[CH:52][C:47]=1[CH2:46][NH:45][C:44]1[C:39]2[CH:38]=[CH:37][N:36]([C@H:28]3[C@H:29]4[C@H:33]([O:32][C:31]([CH3:34])([CH3:35])[O:30]4)[C@@H:26]([CH2:25][N:21]([CH:22]([CH3:23])[CH3:24])[CH:19]4[CH2:20][CH:17]([CH2:16][CH2:15][C:14]5[NH:13][C:3]6[CH:4]=[CH:5][C:6]([O:8][C:9]([F:11])([F:10])[F:12])=[CH:7][C:2]=6[N:1]=5)[CH2:18]4)[CH2:27]3)[C:40]=2[N:41]=[CH:42][N:43]=1. The catalyst class is: 52. (2) Reactant: [C:1]([O:5][C:6]([NH:8][C@@H:9]([CH:14]1[CH2:16][CH2:15]1)[C:10](OC)=[O:11])=[O:7])([CH3:4])([CH3:3])[CH3:2].[Li+].[BH4-].CO. Product: [CH:14]1([C@H:9]([NH:8][C:6](=[O:7])[O:5][C:1]([CH3:3])([CH3:2])[CH3:4])[CH2:10][OH:11])[CH2:16][CH2:15]1. The catalyst class is: 28. (3) Reactant: [N:1]([CH2:4][C@H:5]1[O:9][C:8](=[O:10])[N:7]([C:11]2[CH:16]=[C:15]([F:17])[C:14]([C:18]3[CH2:19][CH2:20][S:21](=[O:25])(=[O:24])[CH2:22][CH:23]=3)=[C:13]([F:26])[CH:12]=2)[CH2:6]1)=[N+]=[N-].C1(P(C2C=CC=CC=2)C2C=CC=CC=2)C=CC=CC=1. Product: [O:25]=[S:21]1(=[O:24])[CH2:20][CH:19]=[C:18]([C:14]2[C:15]([F:17])=[CH:16][C:11]([N:7]3[CH2:6][C@H:5]([CH2:4][NH2:1])[O:9][C:8]3=[O:10])=[CH:12][C:13]=2[F:26])[CH2:23][CH2:22]1. The catalyst class is: 192. (4) Reactant: [C:1]1([C:7]2[N:8]=[C:9]([C:12]([O:14]CC)=O)[S:10][CH:11]=2)[CH:6]=[CH:5][CH:4]=[CH:3][CH:2]=1.[C:17]([O:20][CH2:21][CH3:22])(=[O:19])[CH3:18].C[Si]([N-][Si](C)(C)C)(C)C.[Li+]. Product: [O:14]=[C:12]([C:9]1[S:10][CH:11]=[C:7]([C:1]2[CH:2]=[CH:3][CH:4]=[CH:5][CH:6]=2)[N:8]=1)[CH2:18][C:17]([O:20][CH2:21][CH3:22])=[O:19]. The catalyst class is: 1. (5) Reactant: Cl.[CH3:2][N:3]([CH3:11])[C:4](=[O:10])[C@@H:5]([CH:7]([CH3:9])[CH3:8])[NH2:6].C(N(CC)CC)C.S=[C:20]1[CH2:24][S:23][C:22](=[O:25])[NH:21]1. Product: [CH3:2][N:3]([CH3:11])[C:4](=[O:10])[C@@H:5]([CH:7]([CH3:9])[CH3:8])[NH:6][C:20]1[CH2:24][S:23][C:22](=[O:25])[N:21]=1. The catalyst class is: 8. (6) Reactant: [O:1]1[C:6]2[CH:7]=[CH:8][C:9]([C:11]([C:13]3[CH:18]=[CH:17][C:16]([O:19][CH3:20])=[C:15]([O:21][CH3:22])[CH:14]=3)=O)=[CH:10][C:5]=2[O:4][CH2:3][CH2:2]1.C(OP([CH2:31][C:32]#[N:33])(=O)OCC)C.C[Si]([N-][Si](C)(C)C)(C)C.[Li+].O1C2C=CC(C(C3C=C(OC)C=C(OC)C=3)=CC#N)=CC=2OCC1. Product: [O:1]1[C:6]2[CH:7]=[CH:8][C:9]([C:11]([C:13]3[CH:18]=[CH:17][C:16]([O:19][CH3:20])=[C:15]([O:21][CH3:22])[CH:14]=3)=[CH:31][C:32]#[N:33])=[CH:10][C:5]=2[O:4][CH2:3][CH2:2]1. The catalyst class is: 1.